From a dataset of Catalyst prediction with 721,799 reactions and 888 catalyst types from USPTO. Predict which catalyst facilitates the given reaction. (1) Reactant: Cl.[OH:2][C@H:3]1[C@H:8]([NH:9][C:10]([C:12]2[S:28][C:15]3[N:16]=[CH:17][N:18]=[C:19]([NH:20][C:21]4[CH:26]=[CH:25][C:24]([F:27])=[CH:23][CH:22]=4)[C:14]=3[CH:13]=2)=[O:11])[CH2:7][CH2:6][NH:5][CH2:4]1.C(N(C(C)C)CC)(C)C.[CH:38](=O)[C:39]1[CH:44]=[CH:43][CH:42]=[CH:41][CH:40]=1.C(O[BH-](OC(=O)C)OC(=O)C)(=O)C.[Na+]. Product: [CH2:38]([N:5]1[CH2:6][CH2:7][C@@H:8]([NH:9][C:10]([C:12]2[S:28][C:15]3[N:16]=[CH:17][N:18]=[C:19]([NH:20][C:21]4[CH:26]=[CH:25][C:24]([F:27])=[CH:23][CH:22]=4)[C:14]=3[CH:13]=2)=[O:11])[C@H:3]([OH:2])[CH2:4]1)[C:39]1[CH:44]=[CH:43][CH:42]=[CH:41][CH:40]=1. The catalyst class is: 1. (2) Reactant: [OH:1][C:2]1[C:11]2[C:6](=[CH:7][C:8]3[O:14][CH2:13][O:12][C:9]=3[CH:10]=2)[N:5]=[CH:4][C:3]=1C(O)=O. Product: [CH2:13]1[O:14][C:8]2[CH:7]=[C:6]3[C:11]([C:2](=[O:1])[CH2:3][CH:4]=[N:5]3)=[CH:10][C:9]=2[O:12]1. The catalyst class is: 400. (3) Reactant: [C:1]([O:5][C:6](=[O:27])[C:7]([S:10][C:11]1[S:12][CH:13]=[C:14]([CH2:16][C:17]([NH:19][C:20]2[CH:25]=[CH:24][C:23]([Br:26])=[CH:22][N:21]=2)=O)[N:15]=1)([CH3:9])[CH3:8])([CH3:4])([CH3:3])[CH3:2].CO. Product: [C:1]([O:5][C:6](=[O:27])[C:7]([S:10][C:11]1[S:12][CH:13]=[C:14]([CH2:16][CH2:17][NH:19][C:20]2[CH:25]=[CH:24][C:23]([Br:26])=[CH:22][N:21]=2)[N:15]=1)([CH3:9])[CH3:8])([CH3:2])([CH3:3])[CH3:4]. The catalyst class is: 7. (4) Reactant: [CH2:1]([C:3]1[C:4]([CH3:22])=[C:5]([C:9]([NH:12][S:13]([C:16]2[CH:21]=[CH:20][CH:19]=[CH:18][N:17]=2)(=[O:15])=[O:14])=[CH:10][CH:11]=1)[C:6]([OH:8])=[O:7])[CH3:2].[Br-:23].[Br-].[Br-].C([N+](CCCC)(CCCC)CCCC)CCC.C([N+](CCCC)(CCCC)CCCC)CCC.C([N+](CCCC)(CCCC)CCCC)CCC.O. Product: [Br:23][C:10]1[C:9]([NH:12][S:13]([C:16]2[CH:21]=[CH:20][CH:19]=[CH:18][N:17]=2)(=[O:15])=[O:14])=[C:5]([C:4]([CH3:22])=[C:3]([CH2:1][CH3:2])[CH:11]=1)[C:6]([OH:8])=[O:7]. The catalyst class is: 3. (5) Reactant: C([O:8][C:9](=[O:19])[C@@H:10]1[CH2:14][CH2:13][CH2:12][N:11]1[CH2:15][CH:16]1[O:18][CH2:17]1)C1C=CC=CC=1.[Li+].[OH-].O. Product: [CH2:15]([N:11]1[CH2:12][CH2:13][CH2:14][C@H:10]1[C:9]([OH:19])=[O:8])[CH:16]1[O:18][CH2:17]1. The catalyst class is: 5. (6) Reactant: N#N.[F:3][C:4]([F:21])([F:20])[C:5]([CH:7]1[CH2:12][CH2:11][CH2:10][N:9]([C:13]([O:15][C:16]([CH3:19])([CH3:18])[CH3:17])=[O:14])[CH2:8]1)=[O:6].C(=O)=O.CC(C)=O.[CH3:29][O:30][CH2:31][CH2:32][CH2:33][CH2:34][Mg]Cl.[NH4+].[Cl-]. Product: [F:21][C:4]([F:3])([F:20])[C:5]([CH:7]1[CH2:12][CH2:11][CH2:10][N:9]([C:13]([O:15][C:16]([CH3:18])([CH3:17])[CH3:19])=[O:14])[CH2:8]1)([OH:6])[CH2:34][CH2:33][CH2:32][CH2:31][O:30][CH3:29]. The catalyst class is: 385. (7) Reactant: Br[C:2]1[CH:20]=[CH:19][C:5]([C:6]([NH:8][C:9]2[CH:14]=[C:13]([C:15]([F:18])([F:17])[F:16])[CH:12]=[CH:11][N:10]=2)=[O:7])=[CH:4][CH:3]=1.[CH3:21][C:22]1([CH3:38])[C:26]([CH3:28])([CH3:27])[O:25][B:24]([B:24]2[O:25][C:26]([CH3:28])([CH3:27])[C:22]([CH3:38])([CH3:21])[O:23]2)[O:23]1.CC([O-])=O.[K+]. Product: [CH3:21][C:22]1([CH3:38])[C:26]([CH3:28])([CH3:27])[O:25][B:24]([C:2]2[CH:20]=[CH:19][C:5]([C:6]([NH:8][C:9]3[CH:14]=[C:13]([C:15]([F:18])([F:17])[F:16])[CH:12]=[CH:11][N:10]=3)=[O:7])=[CH:4][CH:3]=2)[O:23]1. The catalyst class is: 75. (8) Reactant: [CH3:1][S:2][C:3]1[CH:56]=[CH:55][CH:54]=[CH:53][C:4]=1[CH2:5][N:6]1[C:11]([CH3:12])=[CH:10][C:9]([O:13][CH2:14][C:15]2[CH:50]=[CH:49][CH:48]=[CH:47][C:16]=2[CH2:17][NH:18][C:19]([NH:21][C:22]2[N:26]([C:27]3[CH:32]=[CH:31][CH:30]=[C:29]([O:33][CH2:34][CH2:35][O:36]C4CCCCO4)[CH:28]=3)[N:25]=[C:24]([C:43]([CH3:46])([CH3:45])[CH3:44])[CH:23]=2)=[O:20])=[C:8]([Cl:51])[C:7]1=[O:52].O.C1(C)C=CC(S(O)(=O)=O)=CC=1. Product: [CH3:1][S:2][C:3]1[CH:56]=[CH:55][CH:54]=[CH:53][C:4]=1[CH2:5][N:6]1[C:11]([CH3:12])=[CH:10][C:9]([O:13][CH2:14][C:15]2[CH:50]=[CH:49][CH:48]=[CH:47][C:16]=2[CH2:17][NH:18][C:19]([NH:21][C:22]2[N:26]([C:27]3[CH:32]=[CH:31][CH:30]=[C:29]([O:33][CH2:34][CH2:35][OH:36])[CH:28]=3)[N:25]=[C:24]([C:43]([CH3:46])([CH3:45])[CH3:44])[CH:23]=2)=[O:20])=[C:8]([Cl:51])[C:7]1=[O:52]. The catalyst class is: 5. (9) Reactant: [N+:1]([C:4]1[CH:5]=[N:6][C:7]([NH2:10])=[N:8][CH:9]=1)([O-:3])=[O:2].Br[C:12]1[CH:13]=[CH:14][C:15]([N:18]2[CH2:23][CH2:22][N:21]([CH2:24][CH2:25][OH:26])[CH2:20][CH2:19]2)=[N:16][CH:17]=1.CC1(C)C2C(=C(P(C3C=CC=CC=3)C3C=CC=CC=3)C=CC=2)OC2C(P(C3C=CC=CC=3)C3C=CC=CC=3)=CC=CC1=2.C(=O)([O-])[O-].[Cs+].[Cs+]. Product: [N+:1]([C:4]1[CH:5]=[N:6][C:7]([NH:10][C:12]2[CH:13]=[CH:14][C:15]([N:18]3[CH2:19][CH2:20][N:21]([CH2:24][CH2:25][OH:26])[CH2:22][CH2:23]3)=[N:16][CH:17]=2)=[N:8][CH:9]=1)([O-:3])=[O:2]. The catalyst class is: 62.